This data is from Catalyst prediction with 721,799 reactions and 888 catalyst types from USPTO. The task is: Predict which catalyst facilitates the given reaction. (1) The catalyst class is: 3. Product: [CH3:1][N:2]1[C:10]2[C:5](=[CH:6][C:7]([NH:11][C:12]([NH:14][C:15]3[CH:16]=[C:17]([CH:28]=[CH:29][CH:30]=3)[O:18][C:19]3[CH:24]=[CH:23][N:22]=[C:21]([C:25]([NH:31][N:32]4[CH2:37][CH2:36][O:35][CH2:34][CH2:33]4)=[O:26])[CH:20]=3)=[O:13])=[CH:8][CH:9]=2)[CH:4]=[N:3]1. Reactant: [CH3:1][N:2]1[C:10]2[C:5](=[CH:6][C:7]([NH:11][C:12]([NH:14][C:15]3[CH:16]=[C:17]([CH:28]=[CH:29][CH:30]=3)[O:18][C:19]3[CH:24]=[CH:23][N:22]=[C:21]([C:25](O)=[O:26])[CH:20]=3)=[O:13])=[CH:8][CH:9]=2)[CH:4]=[N:3]1.[NH2:31][N:32]1[CH2:37][CH2:36][O:35][CH2:34][CH2:33]1.C1C=CC2N(O)N=NC=2C=1.CCN=C=NCCCN(C)C.Cl.CN1CCOCC1. (2) Reactant: [Cl:1][C:2]1[N:7]=[C:6]([NH:8]C(=O)C(C)(C)C)[CH:5]=[C:4]([CH3:15])[CH:3]=1.[OH-].[Na+]. Product: [Cl:1][C:2]1[N:7]=[C:6]([NH2:8])[CH:5]=[C:4]([CH3:15])[CH:3]=1. The catalyst class is: 33. (3) Reactant: [I:1][C:2]1[CH:3]=[C:4]([OH:8])[CH:5]=[CH:6][CH:7]=1.[H-].[Na+].[H][H].C1OCCOCCOCCOCCOC1.Br[CH2:29][CH:30]([O:33][CH3:34])[O:31][CH3:32]. Product: [CH3:32][O:31][CH:30]([O:33][CH3:34])[CH2:29][O:8][C:4]1[CH:5]=[CH:6][CH:7]=[C:2]([I:1])[CH:3]=1. The catalyst class is: 18. (4) Reactant: [NH2:1][C:2]1[C:7]2[N:8]=[C:9]([S:21][C:22]3[C:30]([O:31][CH3:32])=[CH:29][C:25]4[O:26][CH2:27][O:28][C:24]=4[CH:23]=3)[N:10]([CH2:11][CH2:12][NH:13]C(=O)OC(C)(C)C)[C:6]=2[CH:5]=[CH:4][N:3]=1.C(O)(C(F)(F)F)=O.C([O-])([O-])=O.[Na+].[Na+]. Product: [NH2:13][CH2:12][CH2:11][N:10]1[C:6]2[CH:5]=[CH:4][N:3]=[C:2]([NH2:1])[C:7]=2[N:8]=[C:9]1[S:21][C:22]1[C:30]([O:31][CH3:32])=[CH:29][C:25]2[O:26][CH2:27][O:28][C:24]=2[CH:23]=1. The catalyst class is: 2. (5) Reactant: [OH:1][C:2]1[CH:9]=[CH:8][CH:7]=[CH:6][C:3]=1[C:4]#[N:5].C(S(O)(=O)=O)(F)(F)F.C1C(=O)N([I:25])C(=O)C1. Product: [OH:1][C:2]1[CH:9]=[CH:8][C:7]([I:25])=[CH:6][C:3]=1[C:4]#[N:5]. The catalyst class is: 23. (6) Reactant: [CH2:1]([CH:3]1[C:8](=[O:9])[NH:7][C:6]2[CH:10]=[C:11]([CH3:15])[CH:12]=[C:13]([CH3:14])[C:5]=2[O:4]1)[CH3:2].C(=O)([O-])[O-].[K+].[K+].[C:22]([O:26][CH3:27])(=[O:25])[CH:23]=[CH2:24].C(O)(=O)CC(CC(O)=O)(C(O)=O)O. Product: [CH3:27][O:26][C:22](=[O:25])[CH2:23][CH2:24][N:7]1[C:6]2[CH:10]=[C:11]([CH3:15])[CH:12]=[C:13]([CH3:14])[C:5]=2[O:4][CH:3]([CH2:1][CH3:2])[C:8]1=[O:9]. The catalyst class is: 9. (7) Reactant: [C:1]([O:5][C:6](=[O:21])[NH:7][CH2:8][C:9]1([C:15]2[CH:20]=[CH:19][CH:18]=[CH:17][CH:16]=2)[CH2:14][CH2:13][NH:12][CH2:11][CH2:10]1)([CH3:4])([CH3:3])[CH3:2].[C:22](OC(=O)C)(=[O:24])[CH3:23].C(N(CC)CC)C. Product: [C:1]([O:5][C:6](=[O:21])[NH:7][CH2:8][C:9]1([C:15]2[CH:16]=[CH:17][CH:18]=[CH:19][CH:20]=2)[CH2:14][CH2:13][N:12]([C:22](=[O:24])[CH3:23])[CH2:11][CH2:10]1)([CH3:4])([CH3:2])[CH3:3]. The catalyst class is: 2. (8) Reactant: Br[C:2]1[CH:3]=[C:4]2[N:10]([C:11]3[C:20]4[C:15](=[C:16]([Cl:21])[CH:17]=[CH:18][CH:19]=4)[N:14]=[C:13]([CH3:22])[C:12]=3[CH3:23])[CH2:9][C:8]3([CH2:28][CH2:27][O:26][CH2:25][CH2:24]3)[C:5]2=[N:6][CH:7]=1.[NH:29]1[CH2:34][CH2:33][O:32][CH2:31][CH2:30]1.CC(C1C=C(C(C)C)C(C2C=CC=CC=2P(C2CCCCC2)C2CCCCC2)=C(C(C)C)C=1)C. Product: [Cl:21][C:16]1[CH:17]=[CH:18][CH:19]=[C:20]2[C:15]=1[N:14]=[C:13]([CH3:22])[C:12]([CH3:23])=[C:11]2[N:10]1[C:4]2[C:5](=[N:6][CH:7]=[C:2]([N:29]3[CH2:34][CH2:33][O:32][CH2:31][CH2:30]3)[CH:3]=2)[C:8]2([CH2:24][CH2:25][O:26][CH2:27][CH2:28]2)[CH2:9]1. The catalyst class is: 101. (9) Reactant: [CH:1]([C:3]1[CH:4]=[C:5]([CH:31]=[CH:32][CH:33]=1)[C:6]([NH:8][C:9]1[CH:14]=[CH:13][C:12]([O:15][C:16]2[C:21]([C:22]3[CH:27]=[CH:26][N:25]=[C:24]([NH:28][CH3:29])[N:23]=3)=[CH:20][CH:19]=[CH:18][N:17]=2)=[C:11]([CH3:30])[CH:10]=1)=[O:7])=O.[CH3:34][N:35]([CH3:39])[CH2:36][CH2:37][NH2:38].CC(O)=O.C(O[BH-](OC(=O)C)OC(=O)C)(=O)C.[Na+]. Product: [CH3:34][N:35]([CH3:39])[CH2:36][CH2:37][NH:38][CH2:1][C:3]1[CH:4]=[C:5]([CH:31]=[CH:32][CH:33]=1)[C:6]([NH:8][C:9]1[CH:14]=[CH:13][C:12]([O:15][C:16]2[C:21]([C:22]3[CH:27]=[CH:26][N:25]=[C:24]([NH:28][CH3:29])[N:23]=3)=[CH:20][CH:19]=[CH:18][N:17]=2)=[C:11]([CH3:30])[CH:10]=1)=[O:7]. The catalyst class is: 5. (10) Reactant: [Cl:1][C:2]1[CH:3]=[C:4]([C:8]2[C:13]([O:14][CH3:15])=[CH:12][CH:11]=[C:10]([CH2:16][C:17]3[CH:18]=[CH:19][C:20]([N:23]4[CH2:26][CH2:25][C@@H:24]4[C:27]([NH2:29])=[O:28])=[N:21][CH:22]=3)[C:9]=2[F:30])[CH:5]=[CH:6][CH:7]=1.Cl. Product: [ClH:1].[Cl:1][C:2]1[CH:3]=[C:4]([C:8]2[C:13]([O:14][CH3:15])=[CH:12][CH:11]=[C:10]([CH2:16][C:17]3[CH:18]=[CH:19][C:20]([N:23]4[CH2:26][CH2:25][C@@H:24]4[C:27]([NH2:29])=[O:28])=[N:21][CH:22]=3)[C:9]=2[F:30])[CH:5]=[CH:6][CH:7]=1. The catalyst class is: 28.